From a dataset of Catalyst prediction with 721,799 reactions and 888 catalyst types from USPTO. Predict which catalyst facilitates the given reaction. (1) Reactant: [Cl:1][C:2]1[N:7]=[N:6][C:5]([C:8]([OH:10])=O)=[CH:4][CH:3]=1.S(Cl)(Cl)=O.[NH2:15][CH2:16][CH:17]([CH:19]1[CH2:21][CH2:20]1)[OH:18].C(N(CC)CC)C. Product: [CH:19]1([CH:17]([OH:18])[CH2:16][NH:15][C:8]([C:5]2[N:6]=[N:7][C:2]([Cl:1])=[CH:3][CH:4]=2)=[O:10])[CH2:21][CH2:20]1. The catalyst class is: 38. (2) Reactant: [OH:1][C@H:2]1[CH2:6][N:5]([C:7]([O:9][C:10]([CH3:13])([CH3:12])[CH3:11])=[O:8])[C@H:4]([C:14]([O:16][CH3:17])=[O:15])[CH2:3]1.Br[CH2:19][C:20]1[CH:25]=[CH:24][CH:23]=[C:22]([I:26])[CH:21]=1.C([O-])([O-])=O.[Cs+].[Cs+].CCOC(C)=O. Product: [I:26][C:22]1[CH:21]=[C:20]([CH:25]=[CH:24][CH:23]=1)[CH2:19][O:1][C@H:2]1[CH2:6][N:5]([C:7]([O:9][C:10]([CH3:11])([CH3:12])[CH3:13])=[O:8])[C@H:4]([C:14]([O:16][CH3:17])=[O:15])[CH2:3]1. The catalyst class is: 3. (3) Reactant: Br[C:2]1[CH:3]=[C:4]([C:8]([NH:11][S:12]([CH2:15][CH3:16])(=[O:14])=[O:13])([CH3:10])[CH3:9])[CH:5]=[N:6][CH:7]=1.[Cl:17][C:18]1[CH:25]=[C:24](B2OC(C)(C)C(C)(C)O2)[CH:23]=[CH:22][C:19]=1[C:20]#[N:21].C(Cl)Cl.C(=O)([O-])[O-].[Na+].[Na+]. Product: [Cl:17][C:18]1[CH:25]=[C:24]([C:2]2[CH:3]=[C:4]([C:8]([NH:11][S:12]([CH2:15][CH3:16])(=[O:14])=[O:13])([CH3:10])[CH3:9])[CH:5]=[N:6][CH:7]=2)[CH:23]=[CH:22][C:19]=1[C:20]#[N:21]. The catalyst class is: 151. (4) Reactant: [I:1][C:2]1[CH:6]=[C:5]([CH:7]2[CH2:12][CH2:11][NH:10][CH2:9][CH2:8]2)[N:4]([CH3:13])[N:3]=1.N1C=CC=CC=1.[C:20](Cl)(=[O:22])[CH3:21]. Product: [I:1][C:2]1[CH:6]=[C:5]([CH:7]2[CH2:12][CH2:11][N:10]([C:20](=[O:22])[CH3:21])[CH2:9][CH2:8]2)[N:4]([CH3:13])[N:3]=1. The catalyst class is: 7. (5) Reactant: [OH:1][C:2]1[CH:3]=[C:4]2[C:9](=[CH:10][CH:11]=1)[N:8]=[CH:7][CH:6]=[CH:5]2.[N:12]1([CH2:17][CH2:18]O)[CH:16]=[CH:15][N:14]=[N:13]1.C1(P(C2C=CC=CC=2)C2C=CC=CC=2)C=CC=CC=1.N(C(OCC)=O)=NC(OCC)=O. Product: [N:12]1([CH2:17][CH2:18][O:1][C:2]2[CH:3]=[C:4]3[C:9](=[CH:10][CH:11]=2)[N:8]=[CH:7][CH:6]=[CH:5]3)[CH:16]=[CH:15][N:14]=[N:13]1. The catalyst class is: 1. (6) The catalyst class is: 4. Product: [Br:1][C:2]1[CH:3]=[C:4]2[C:12](=[CH:13][CH:14]=1)[NH:11][C:10]1[CH:9]([NH:15][C:23]([NH:22][C:16]3[CH:21]=[CH:20][CH:19]=[CH:18][CH:17]=3)=[O:24])[CH2:8][CH2:7][CH2:6][C:5]2=1. Reactant: [Br:1][C:2]1[CH:3]=[C:4]2[C:12](=[CH:13][CH:14]=1)[NH:11][C:10]1[CH:9]([NH2:15])[CH2:8][CH2:7][CH2:6][C:5]2=1.[C:16]1([N:22]=[C:23]=[O:24])[CH:21]=[CH:20][CH:19]=[CH:18][CH:17]=1. (7) Reactant: Cl.[Cl:2][C:3]1[CH:8]=[CH:7][C:6]([C:9]2[N:13]([C:14]3[CH:19]=[CH:18][C:17]([Cl:20])=[CH:16][C:15]=3[Cl:21])[N:12]=[C:11]([C:22]([NH:24][NH:25]C(OC(C)(C)C)=O)=[O:23])[C:10]=2[CH3:33])=[CH:5][CH:4]=1. Product: [Cl:2][C:3]1[CH:4]=[CH:5][C:6]([C:9]2[N:13]([C:14]3[CH:19]=[CH:18][C:17]([Cl:20])=[CH:16][C:15]=3[Cl:21])[N:12]=[C:11]([C:22]([NH:24][NH2:25])=[O:23])[C:10]=2[CH3:33])=[CH:7][CH:8]=1. The catalyst class is: 5. (8) Reactant: [OH:1][C:2]1[C:11]2[C:6](=[N:7][C:8]([CH3:12])=[CH:9][CH:10]=2)[N:5]=[CH:4][C:3]=1[C:13]([OH:15])=O.[Cl:16][C:17]1[CH:24]=[CH:23][C:20]([CH2:21][NH2:22])=[CH:19][CH:18]=1.P(Cl)(Cl)Cl. Product: [Cl:16][C:17]1[CH:24]=[CH:23][C:20]([CH2:21][NH:22][C:13]([C:3]2[CH:4]=[N:5][C:6]3[C:11]([C:2]=2[OH:1])=[CH:10][CH:9]=[C:8]([CH3:12])[N:7]=3)=[O:15])=[CH:19][CH:18]=1. The catalyst class is: 6. (9) Reactant: C(N(CC)C(C)C)(C)C.[Cl:10][C:11]1[N:12]=[CH:13][C:14]([C:17]([OH:19])=O)=[N:15][CH:16]=1.Cl.[CH:21]1([C@H:24]([NH2:29])[C:25]([F:28])([F:27])[F:26])[CH2:23][CH2:22]1.C([O-])(O)=O.[Na+]. Product: [Cl:10][C:11]1[N:12]=[CH:13][C:14]([C:17]([NH:29][C@@H:24]([CH:21]2[CH2:23][CH2:22]2)[C:25]([F:28])([F:27])[F:26])=[O:19])=[N:15][CH:16]=1. The catalyst class is: 2.